This data is from Forward reaction prediction with 1.9M reactions from USPTO patents (1976-2016). The task is: Predict the product of the given reaction. Given the reactants [CH3:1][C:2]#[N:3].[Li]CCCC.C[O:10][C:11](=O)[CH2:12][CH:13]1[CH2:18][CH2:17][N:16]([C:19]([O:21][C:22]([CH3:25])([CH3:24])[CH3:23])=[O:20])[CH2:15][CH2:14]1.Cl, predict the reaction product. The product is: [C:2]([CH2:1][C:11](=[O:10])[CH2:12][CH:13]1[CH2:18][CH2:17][N:16]([C:19]([O:21][C:22]([CH3:24])([CH3:23])[CH3:25])=[O:20])[CH2:15][CH2:14]1)#[N:3].